From a dataset of Full USPTO retrosynthesis dataset with 1.9M reactions from patents (1976-2016). Predict the reactants needed to synthesize the given product. (1) Given the product [F:1][C:2]1[CH:7]=[CH:6][C:5]([N:8]2[CH:11]([C:12]3[CH:17]=[CH:16][C:15]([O:18][CH2:19][CH2:20][CH2:21][CH2:22][CH2:23][CH2:24][N:39]([CH3:38])[CH2:40][CH:41]([OH:50])[CH:42]([OH:49])[CH:43]([OH:48])[CH:44]([OH:47])[CH2:45][OH:46])=[CH:14][CH:13]=3)[CH:10]([CH2:26][CH2:27][CH:28]([C:30]3[CH:35]=[CH:34][C:33]([F:36])=[CH:32][CH:31]=3)[OH:29])[C:9]2=[O:37])=[CH:4][CH:3]=1, predict the reactants needed to synthesize it. The reactants are: [F:1][C:2]1[CH:7]=[CH:6][C:5]([N:8]2[CH:11]([C:12]3[CH:17]=[CH:16][C:15]([O:18][CH2:19][CH2:20][CH2:21][CH2:22][CH2:23][CH2:24]I)=[CH:14][CH:13]=3)[CH:10]([CH2:26][CH2:27][CH:28]([C:30]3[CH:35]=[CH:34][C:33]([F:36])=[CH:32][CH:31]=3)[OH:29])[C:9]2=[O:37])=[CH:4][CH:3]=1.[CH3:38][NH:39][CH2:40][CH:41]([OH:50])[CH:42]([OH:49])[CH:43]([OH:48])[CH:44]([OH:47])[CH2:45][OH:46]. (2) Given the product [OH:3][NH:2][C:32](=[O:33])[CH:31]=[CH:30][C:26]1[CH:27]=[CH:28][CH:29]=[C:24]([S:21](=[O:23])(=[O:22])[NH:20][CH2:19][C:9]2[C:18]3[C:13](=[CH:14][CH:15]=[CH:16][CH:17]=3)[CH:12]=[CH:11][CH:10]=2)[CH:25]=1, predict the reactants needed to synthesize it. The reactants are: Cl.[NH2:2][OH:3].C([O-])(O)=O.[Na+].[C:9]1([CH2:19][NH:20][S:21]([C:24]2[CH:25]=[C:26]([CH:30]=[CH:31][C:32](Cl)=[O:33])[CH:27]=[CH:28][CH:29]=2)(=[O:23])=[O:22])[C:18]2[C:13](=[CH:14][CH:15]=[CH:16][CH:17]=2)[CH:12]=[CH:11][CH:10]=1.Cl. (3) Given the product [NH:29]1[C:30]2[C:26](=[C:25]([CH2:24][C:23]([NH:22][C:20]3[S:21][C:17]([C:15]([NH:14][C@@H:4]([CH2:5][NH:6][C:7]([C:9]4[S:10][CH:11]=[CH:12][CH:13]=4)=[O:8])[C:3]([OH:36])=[O:2])=[O:16])=[C:18]([CH3:35])[N:19]=3)=[O:34])[CH:33]=[CH:32][CH:31]=2)[CH:27]=[N:28]1, predict the reactants needed to synthesize it. The reactants are: C[O:2][C:3](=[O:36])[C@@H:4]([NH:14][C:15]([C:17]1[S:21][C:20]([NH:22][C:23](=[O:34])[CH2:24][C:25]2[CH:33]=[CH:32][CH:31]=[C:30]3[C:26]=2[CH:27]=[N:28][NH:29]3)=[N:19][C:18]=1[CH3:35])=[O:16])[CH2:5][NH:6][C:7]([C:9]1[S:10][CH:11]=[CH:12][CH:13]=1)=[O:8].O.[OH-].[Li+].C1COCC1.Cl. (4) Given the product [CH3:1][O:2][C:3]1[CH:13]=[CH:12][C:6]2[CH2:7][CH2:8][S:9](=[O:10])(=[O:11])[C:5]=2[CH:4]=1, predict the reactants needed to synthesize it. The reactants are: [CH3:1][O:2][C:3]1[CH:13]=[CH:12][C:6]2[CH:7]=[CH:8][S:9](=[O:11])(=[O:10])[C:5]=2[CH:4]=1.[H][H]. (5) Given the product [CH:18]1([NH:1][C@H:2]2[CH2:7][CH2:6][CH2:5][N:4]([C:8]([O:10][C:11]([CH3:14])([CH3:13])[CH3:12])=[O:9])[CH2:3]2)[CH2:20][CH2:19]1, predict the reactants needed to synthesize it. The reactants are: [NH2:1][C@H:2]1[CH2:7][CH2:6][CH2:5][N:4]([C:8]([O:10][C:11]([CH3:14])([CH3:13])[CH3:12])=[O:9])[CH2:3]1.C(O[C:18]1(O[Si](C)(C)C)[CH2:20][CH2:19]1)C.C(O)(=O)C.C([BH3-])#N.[Na+].